From a dataset of Catalyst prediction with 721,799 reactions and 888 catalyst types from USPTO. Predict which catalyst facilitates the given reaction. (1) Reactant: [CH3:1][C:2]1([CH3:20])[C:6]([CH3:8])([CH3:7])[O:5][B:4]([C:9]2[CH:19]=[CH:18][C:12]3[NH:13][C:14](=[O:17])[CH2:15][O:16][C:11]=3[CH:10]=2)[O:3]1.[C:21](=O)([O-])[O-].[K+].[K+].CI. Product: [CH3:21][N:13]1[C:12]2[CH:18]=[CH:19][C:9]([B:4]3[O:3][C:2]([CH3:20])([CH3:1])[C:6]([CH3:7])([CH3:8])[O:5]3)=[CH:10][C:11]=2[O:16][CH2:15][C:14]1=[O:17]. The catalyst class is: 21. (2) The catalyst class is: 481. Product: [CH3:1][O:2][C:3]1[CH:4]=[C:5]([N:29]2[CH2:34][CH2:33][CH:32]([N:40]3[CH2:41][CH2:42][N:37]([CH3:36])[CH2:38][CH2:39]3)[CH2:31][CH2:30]2)[CH:6]=[CH:7][C:8]=1[NH:9][C:10]1[N:15]=[C:14]([NH:16][C:17]2[CH:22]=[CH:21][CH:20]=[CH:19][C:18]=2[S:23]([CH:26]([CH3:27])[CH3:28])(=[O:25])=[O:24])[N:13]=[CH:12][N:11]=1. Reactant: [CH3:1][O:2][C:3]1[CH:4]=[C:5]([N:29]2[CH2:34][CH2:33][C:32](=O)[CH2:31][CH2:30]2)[CH:6]=[CH:7][C:8]=1[NH:9][C:10]1[N:15]=[C:14]([NH:16][C:17]2[CH:22]=[CH:21][CH:20]=[CH:19][C:18]=2[S:23]([CH:26]([CH3:28])[CH3:27])(=[O:25])=[O:24])[N:13]=[CH:12][N:11]=1.[CH3:36][N:37]1[CH2:42][CH2:41][NH:40][CH2:39][CH2:38]1. (3) Reactant: [Br:1][C:2]1[CH:3]=[C:4]2[C:8](=[CH:9][CH:10]=1)[C:7](=[O:11])O[C:5]2=[O:12].[N:13]1[CH:18]=[CH:17][C:16]([CH3:19])=[CH:15][CH:14]=1. Product: [Br:1][C:2]1[CH:3]=[C:4]2[C:8](=[CH:9][CH:10]=1)[C:7](=[O:11])[C:19](=[C:16]1[CH:17]=[CH:18][NH:13][CH:14]=[CH:15]1)[C:5]2=[O:12]. The catalyst class is: 8. (4) Reactant: [Br:1][C:2]1[C:3]([N:18]2[CH2:23][CH2:22][C:21]([C:25]#[N:26])([CH3:24])[CH2:20][CH2:19]2)=[C:4]([C@H:10]([OH:17])[C:11]([O:13][CH:14]([CH3:16])[CH3:15])=[O:12])[C:5]([CH3:9])=[N:6][C:7]=1[CH3:8]. Product: [Br:1][C:2]1[C:3]([N:18]2[CH2:19][CH2:20][C:21]([C:25]#[N:26])([CH3:24])[CH2:22][CH2:23]2)=[C:4]([C@H:10]([O:17][C:4]([CH3:10])([CH3:5])[CH3:3])[C:11]([O:13][CH:14]([CH3:16])[CH3:15])=[O:12])[C:5]([CH3:9])=[N:6][C:7]=1[CH3:8]. The catalyst class is: 2. (5) Product: [N+:16]([C:13]1[CH:12]=[CH:11][C:10]([O:9][CH2:8][CH2:7][CH2:6][CH2:5][CH2:4][C:3]([OH:19])=[O:2])=[CH:15][CH:14]=1)([O-:18])=[O:17]. Reactant: C[O:2][C:3](=[O:19])[CH2:4][CH2:5][CH2:6][CH2:7][CH2:8][O:9][C:10]1[CH:15]=[CH:14][C:13]([N+:16]([O-:18])=[O:17])=[CH:12][CH:11]=1. The catalyst class is: 33. (6) The catalyst class is: 3. Reactant: [CH3:1][O:2][C:3]1[CH:4]=[N:5][C:6]([N:11]2[C:20](=[O:21])[C:19]3[C:14](=[CH:15][C:16]([C:22](O)=[O:23])=[CH:17][CH:18]=3)[NH:13][C:12]2=[S:25])=[N:7][C:8]=1[O:9][CH3:10].CN(C(ON1N=NC2C=CC=NC1=2)=[N+](C)C)C.F[P-](F)(F)(F)(F)F.CCN(C(C)C)C(C)C.[NH2:59][C:60]1[CH:61]=[C:62]([CH:71]=[CH:72][CH:73]=1)[C:63]([C:65]1[CH:70]=[CH:69][CH:68]=[CH:67][CH:66]=1)=[O:64]. Product: [C:63]([C:62]1[CH:61]=[C:60]([NH:59][C:22]([C:16]2[CH:15]=[C:14]3[C:19]([C:20](=[O:21])[N:11]([C:6]4[N:7]=[C:8]([O:9][CH3:10])[C:3]([O:2][CH3:1])=[CH:4][N:5]=4)[C:12](=[S:25])[NH:13]3)=[CH:18][CH:17]=2)=[O:23])[CH:73]=[CH:72][CH:71]=1)(=[O:64])[C:65]1[CH:66]=[CH:67][CH:68]=[CH:69][CH:70]=1. (7) Reactant: Br[CH2:2][C:3](=O)[C:4]([O:6][CH2:7][CH3:8])=[O:5].[C:10](=[S:15])([NH2:14])[CH2:11][CH2:12][CH3:13]. Product: [CH2:11]([C:10]1[S:15][CH:2]=[C:3]([C:4]([O:6][CH2:7][CH3:8])=[O:5])[N:14]=1)[CH2:12][CH3:13]. The catalyst class is: 8. (8) Reactant: [CH3:1][O:2][C:3]1[C:4]([C:16]([NH2:18])=O)=[N:5][N:6]([CH2:8][O:9][CH2:10][CH2:11][Si:12]([CH3:15])([CH3:14])[CH3:13])[CH:7]=1.O=P(Cl)(Cl)Cl. Product: [CH3:1][O:2][C:3]1[C:4]([C:16]#[N:18])=[N:5][N:6]([CH2:8][O:9][CH2:10][CH2:11][Si:12]([CH3:14])([CH3:13])[CH3:15])[CH:7]=1. The catalyst class is: 11.